Dataset: Peptide-MHC class II binding affinity with 134,281 pairs from IEDB. Task: Regression. Given a peptide amino acid sequence and an MHC pseudo amino acid sequence, predict their binding affinity value. This is MHC class II binding data. (1) The binding affinity (normalized) is 0.703. The peptide sequence is ADVILPIGTRSVETD. The MHC is DRB1_0701 with pseudo-sequence DRB1_0701. (2) The peptide sequence is MEYLGHNAAGQWLEF. The MHC is DRB3_0301 with pseudo-sequence DRB3_0301. The binding affinity (normalized) is 0.898. (3) The peptide sequence is AMCRTPFSLAEGIVL. The MHC is HLA-DQA10601-DQB10402 with pseudo-sequence HLA-DQA10601-DQB10402. The binding affinity (normalized) is 0.483.